Dataset: Full USPTO retrosynthesis dataset with 1.9M reactions from patents (1976-2016). Task: Predict the reactants needed to synthesize the given product. (1) Given the product [CH3:1][O:2][C:3]1[CH:4]=[C:5]2[C:10](=[CH:11][CH:12]=1)[CH:9]=[C:8]([C:13](=[O:20])[CH2:14][CH2:15][CH2:16][CH2:17][CH2:18][CH3:19])[CH:7]=[CH:6]2, predict the reactants needed to synthesize it. The reactants are: [CH3:1][O:2][C:3]1[CH:4]=[C:5]2[C:10](=[CH:11][CH:12]=1)[CH:9]=[C:8]([CH:13]([OH:20])[CH2:14][CH2:15][CH2:16][CH2:17][CH2:18][CH3:19])[CH:7]=[CH:6]2.[Cr](Cl)([O-])(=O)=O.[NH+]1C=CC=CC=1. (2) Given the product [F:37][C:27]1[CH:28]=[CH:29][C:30]([O:32][C:33]([F:35])([F:36])[F:34])=[CH:31][C:26]=1[CH2:25][NH:24][C:22]([C:20]1[N:19]=[N:18][N:17]([CH2:16][CH2:15][CH2:14][CH2:13][C:11]2[N:10]=[N:9][C:8]3[NH:38][C:5]([CH:3]4[CH2:2][N:1]([C:42](=[O:43])[C:41]([CH3:46])([CH3:45])[C:40]([F:48])([F:47])[F:39])[CH2:4]4)=[CH:6][C:7]=3[CH:12]=2)[CH:21]=1)=[O:23], predict the reactants needed to synthesize it. The reactants are: [NH:1]1[CH2:4][CH:3]([C:5]2[NH:38][C:8]3[N:9]=[N:10][C:11]([CH2:13][CH2:14][CH2:15][CH2:16][N:17]4[CH:21]=[C:20]([C:22]([NH:24][CH2:25][C:26]5[CH:31]=[C:30]([O:32][C:33]([F:36])([F:35])[F:34])[CH:29]=[CH:28][C:27]=5[F:37])=[O:23])[N:19]=[N:18]4)=[CH:12][C:7]=3[CH:6]=2)[CH2:2]1.[F:39][C:40]([F:48])([F:47])[C:41]([CH3:46])([CH3:45])[C:42](O)=[O:43].C(Cl)CCl.C1C=CC2N(O)N=NC=2C=1.[OH-].[Na+]. (3) Given the product [C:1]([O-:13])(=[O:12])[CH2:2][C:3]([CH2:8][C:9]([O-:11])=[O:10])([C:5]([O-:7])=[O:6])[OH:4].[P:14]([O-:18])([O-:17])([O-:16])=[O:15], predict the reactants needed to synthesize it. The reactants are: [C:1]([OH:13])(=[O:12])[CH2:2][C:3]([CH2:8][C:9]([OH:11])=[O:10])([C:5]([OH:7])=[O:6])[OH:4].[P:14]([O-:18])([O-:17])([O-:16])=[O:15].[Na+].[Na+].[Na+]. (4) Given the product [O:15]1[CH2:16][CH2:17][N:13]2[N:12]=[C:11]([C:8]3[CH:9]=[CH:10][C:5]([OH:4])=[C:6]([CH3:19])[CH:7]=3)[CH:18]=[C:14]12, predict the reactants needed to synthesize it. The reactants are: C([O:4][C:5]1[CH:10]=[CH:9][C:8]([C:11]2[CH:18]=[C:14]3[O:15][CH2:16][CH2:17][N:13]3[N:12]=2)=[CH:7][C:6]=1[CH3:19])(C)C.S(=O)(=O)(O)O. (5) Given the product [NH:24]1[C:23]2[CH:25]=[CH:26][CH:27]=[CH:28][C:22]=2[N:21]=[C:20]1[CH2:19][N:8]([CH2:7][C:6]1[CH:5]=[CH:4][C:3]([CH2:2][NH:1][C:38]([NH:37][C:31]2[CH:36]=[CH:35][CH:34]=[CH:33][CH:32]=2)=[O:39])=[CH:30][CH:29]=1)[CH:9]1[C:18]2[N:17]=[CH:16][CH:15]=[CH:14][C:13]=2[CH2:12][CH2:11][CH2:10]1, predict the reactants needed to synthesize it. The reactants are: [NH2:1][CH2:2][C:3]1[CH:30]=[CH:29][C:6]([CH2:7][N:8]([CH2:19][C:20]2[NH:24][C:23]3[CH:25]=[CH:26][CH:27]=[CH:28][C:22]=3[N:21]=2)[CH:9]2[C:18]3[N:17]=[CH:16][CH:15]=[CH:14][C:13]=3[CH2:12][CH2:11][CH2:10]2)=[CH:5][CH:4]=1.[C:31]1([N:37]=[C:38]=[O:39])[CH:36]=[CH:35][CH:34]=[CH:33][CH:32]=1. (6) The reactants are: [C:1]([C:3]1[C:4]([N:18]2[CH2:23][CH2:22][NH:21][CH2:20][CH2:19]2)=[N:5][C:6]([C:14]([F:17])([F:16])[F:15])=[C:7]([CH:13]=1)[C:8]([O:10][CH2:11][CH3:12])=[O:9])#[N:2].[Br:24][C:25]1[CH:30]=[CH:29][C:28]([N:31]=[C:32]=[O:33])=[CH:27][CH:26]=1. Given the product [Br:24][C:25]1[CH:30]=[CH:29][C:28]([NH:31][C:32]([N:21]2[CH2:22][CH2:23][N:18]([C:4]3[C:3]([C:1]#[N:2])=[CH:13][C:7]([C:8]([O:10][CH2:11][CH3:12])=[O:9])=[C:6]([C:14]([F:15])([F:17])[F:16])[N:5]=3)[CH2:19][CH2:20]2)=[O:33])=[CH:27][CH:26]=1, predict the reactants needed to synthesize it. (7) Given the product [Cl:28][C:15]1[C:16]([NH:21][S:22]([CH2:25][CH2:26][CH3:27])(=[O:24])=[O:23])=[CH:17][CH:18]=[C:19]([Cl:20])[C:14]=1[NH:13][C:11]([C:8]1[C:4]2[N:5]=[C:6]([NH2:36])[N:7]=[C:2]([O:30][CH3:31])[C:3]=2[S:10][CH:9]=1)=[O:12], predict the reactants needed to synthesize it. The reactants are: Cl[C:2]1[C:3]2[S:10][CH:9]=[C:8]([C:11]([NH:13][C:14]3[C:19]([Cl:20])=[CH:18][CH:17]=[C:16]([NH:21][S:22]([CH2:25][CH2:26][CH3:27])(=[O:24])=[O:23])[C:15]=3[Cl:28])=[O:12])[C:4]=2[N:5]=[CH:6][N:7]=1.Cl.[O:30](N)[CH3:31].C([N:36](CC)C(C)C)(C)C. (8) Given the product [N+:12]([C:4]1[CH:3]=[CH:2][C:1]([C:7]2[N:8]=[CH:9][NH:10][CH:11]=2)=[CH:6][CH:5]=1)([O-:14])=[O:13], predict the reactants needed to synthesize it. The reactants are: [C:1]1([C:7]2[N:8]=[CH:9][NH:10][CH:11]=2)[CH:6]=[CH:5][CH:4]=[CH:3][CH:2]=1.[N+:12]([O-])([OH:14])=[O:13].[OH-].[Na+].C(=O)([O-])[O-].[Na+].[Na+]. (9) Given the product [OH:1][CH2:2][C:3]1[C:10]([C:11]2[CH:16]=[CH:15][C:14]([CH3:17])=[CH:13][CH:12]=2)=[C:7]([CH2:8][NH:9][C:27](=[O:28])[O:29][C:30]([CH3:33])([CH3:32])[CH3:31])[C:6]([CH2:18][C:19]([CH3:20])([CH3:22])[CH3:21])=[N:5][C:4]=1[CH3:23], predict the reactants needed to synthesize it. The reactants are: [OH:1][CH2:2][C:3]1[C:4]([CH3:23])=[N:5][C:6]([CH2:18][C:19]([CH3:22])([CH3:21])[CH3:20])=[C:7]([C:10]=1[C:11]1[CH:16]=[CH:15][C:14]([CH3:17])=[CH:13][CH:12]=1)[C:8]#[N:9].N.CO.[C:27](O[C:27]([O:29][C:30]([CH3:33])([CH3:32])[CH3:31])=[O:28])([O:29][C:30]([CH3:33])([CH3:32])[CH3:31])=[O:28].